Task: Predict the reaction yield, written as a fraction of the theoretical maximum amount of product (1.0 means a 100% yield; for example, 0.34 means a 34% yield).. Dataset: Reaction yield outcomes from USPTO patents with 853,638 reactions (1) The reactants are [F:1][C:2]([F:32])([F:31])[C:3]1[CH:26]=[C:25]([C:27]([F:30])([F:29])[F:28])[CH:24]=[CH:23][C:4]=1[CH2:5][O:6][C:7]1[CH:12]=[CH:11][C:10](/[CH:13]=[C:14]2/[C:15](=S)[NH:16][C:17](=[O:19])[S:18]/2)=[CH:9][C:8]=1[O:21][CH3:22].[CH2:33]([NH2:40])[C:34]1[CH:39]=[CH:38][CH:37]=[CH:36][CH:35]=1. The catalyst is CO. The product is [CH2:33]([NH:40][C:15]1=[N:16][C:17](=[O:19])[S:18]/[C:14]/1=[CH:13]\[C:10]1[CH:11]=[CH:12][C:7]([O:6][CH2:5][C:4]2[CH:23]=[CH:24][C:25]([C:27]([F:30])([F:28])[F:29])=[CH:26][C:3]=2[C:2]([F:31])([F:32])[F:1])=[C:8]([O:21][CH3:22])[CH:9]=1)[C:34]1[CH:39]=[CH:38][CH:37]=[CH:36][CH:35]=1. The yield is 0.270. (2) The reactants are [B:1]([C:4]1[CH:9]=[CH:8][C:7]([CH:10]=[CH:11][C:12]([OH:14])=O)=[CH:6][CH:5]=1)([OH:3])[OH:2].CCN=C=NCCCN(C)C.C1C=CC2N(O)N=NC=2C=1.[NH2:36][CH2:37][CH2:38][NH:39][C:40](=[O:66])[CH2:41][C@@H:42]1[N:48]=[C:47]([C:49]2[CH:54]=[CH:53][C:52]([Cl:55])=[CH:51][CH:50]=2)[C:46]2[CH:56]=[C:57]([O:60][CH3:61])[CH:58]=[CH:59][C:45]=2[N:44]2[C:62]([CH3:65])=[N:63][N:64]=[C:43]12. The catalyst is C(Cl)Cl.CN(C1C=CN=CC=1)C. The product is [Cl:55][C:52]1[CH:53]=[CH:54][C:49]([C:47]2[C:46]3[CH:56]=[C:57]([O:60][CH3:61])[CH:58]=[CH:59][C:45]=3[N:44]3[C:62]([CH3:65])=[N:63][N:64]=[C:43]3[C@H:42]([CH2:41][C:40]([NH:39][CH2:38][CH2:37][NH:36][C:12](=[O:14])/[CH:11]=[CH:10]/[C:7]3[CH:6]=[CH:5][C:4]([B:1]([OH:2])[OH:3])=[CH:9][CH:8]=3)=[O:66])[N:48]=2)=[CH:50][CH:51]=1. The yield is 0.300. (3) The reactants are [F:1][C:2]1[C:7]2[N:8]=C(C)[S:10][C:6]=2[C:5]([F:12])=[CH:4][C:3]=1[F:13].[ClH:14].O1CCOCC1. The catalyst is C(O)CO.[OH-].[Na+]. The product is [ClH:14].[NH2:8][C:7]1[C:2]([F:1])=[C:3]([F:13])[CH:4]=[C:5]([F:12])[C:6]=1[SH:10]. The yield is 0.730. (4) The reactants are Cl[C:2]([O:4][C:5]1[CH:10]=[CH:9][C:8]([N+:11]([O-:13])=[O:12])=[CH:7][CH:6]=1)=[O:3].N1C=CC=CC=1.[C:20]([O:24][C:25]([N:27]1[CH2:32][CH2:31][N:30]([C:33]2[CH:38]=[CH:37][C:36]([NH2:39])=[CH:35][CH:34]=2)[CH2:29][CH2:28]1)=[O:26])([CH3:23])([CH3:22])[CH3:21]. The catalyst is O1CCCC1.Cl. The product is [C:20]([O:24][C:25]([N:27]1[CH2:32][CH2:31][N:30]([C:33]2[CH:34]=[CH:35][C:36]([NH:39][C:2]([O:4][C:5]3[CH:10]=[CH:9][C:8]([N+:11]([O-:13])=[O:12])=[CH:7][CH:6]=3)=[O:3])=[CH:37][CH:38]=2)[CH2:29][CH2:28]1)=[O:26])([CH3:23])([CH3:21])[CH3:22]. The yield is 0.720. (5) The reactants are [F:1][C:2]([F:27])([F:26])[C:3]1[N:8]=[CH:7][C:6]([C:9]2[N:14]=[CH:13][N:12]=[C:11]([CH2:15][NH:16][C:17]([C@@H:19]3[CH2:25][C:22]4([CH2:24][CH2:23]4)[CH2:21][NH:20]3)=[O:18])[CH:10]=2)=[CH:5][CH:4]=1.C(N(CC)CC)C.[F:35][C:36]1[CH:41]=[CH:40][C:39]([S:42](Cl)(=[O:44])=[O:43])=[CH:38][CH:37]=1. The catalyst is ClCCl.O. The product is [F:35][C:36]1[CH:41]=[CH:40][C:39]([S:42]([N:20]2[C@H:19]([C:17]([NH:16][CH2:15][C:11]3[CH:10]=[C:9]([C:6]4[CH:7]=[N:8][C:3]([C:2]([F:26])([F:1])[F:27])=[CH:4][CH:5]=4)[N:14]=[CH:13][N:12]=3)=[O:18])[CH2:25][C:22]3([CH2:24][CH2:23]3)[CH2:21]2)(=[O:44])=[O:43])=[CH:38][CH:37]=1. The yield is 0.700. (6) The reactants are [F:1][C:2]1[CH:7]=[C:6]([F:8])[CH:5]=[CH:4][C:3]=1[C:9]1[N:10]=[C:11]2[N:15]([C:16]=1[C:17]1[CH:18]=[N:19][C:20](S(C)=O)=[N:21][CH:22]=1)[CH:14]=[CH:13][O:12]2.[NH2:26][NH2:27]. The catalyst is C(#N)C. The product is [F:1][C:2]1[CH:7]=[C:6]([F:8])[CH:5]=[CH:4][C:3]=1[C:9]1[N:10]=[C:11]2[N:15]([C:16]=1[C:17]1[CH:18]=[N:19][C:20]([NH:26][NH2:27])=[N:21][CH:22]=1)[CH:14]=[CH:13][O:12]2. The yield is 0.890.